Dataset: Catalyst prediction with 721,799 reactions and 888 catalyst types from USPTO. Task: Predict which catalyst facilitates the given reaction. Reactant: [N:1]1[C:10]2[C:5](=[CH:6][CH:7]=[CH:8][CH:9]=2)[N:4]=[CH:3][C:2]=1[C:11]1[CH:12]=[C:13]([NH2:17])[CH:14]=[CH:15][CH:16]=1.[CH:18]1([C:21](Cl)=[O:22])[CH2:20][CH2:19]1. Product: [N:1]1[C:10]2[C:5](=[CH:6][CH:7]=[CH:8][CH:9]=2)[N:4]=[CH:3][C:2]=1[C:11]1[CH:12]=[C:13]([NH:17][C:21]([CH:18]2[CH2:20][CH2:19]2)=[O:22])[CH:14]=[CH:15][CH:16]=1. The catalyst class is: 228.